Dataset: Forward reaction prediction with 1.9M reactions from USPTO patents (1976-2016). Task: Predict the product of the given reaction. (1) The product is: [F:36][C:33]1[CH:32]=[CH:31][C:30]([CH:27]2[CH2:28][CH2:29][N:25]([C:23]([C:6]3[N:7]=[C:8]4[C:13]([C:14]([F:17])([F:16])[F:15])=[CH:12][C:11]([C:18]5[CH:22]=[CH:21][O:20][CH:19]=5)=[CH:10][N:9]4[C:5]=3[CH2:4][C:3]([OH:37])=[O:2])=[O:24])[CH2:26]2)=[CH:35][CH:34]=1. Given the reactants C[O:2][C:3](=[O:37])[CH2:4][C:5]1[N:9]2[CH:10]=[C:11]([C:18]3[CH:22]=[CH:21][O:20][CH:19]=3)[CH:12]=[C:13]([C:14]([F:17])([F:16])[F:15])[C:8]2=[N:7][C:6]=1[C:23]([N:25]1[CH2:29][CH2:28][CH:27]([C:30]2[CH:35]=[CH:34][C:33]([F:36])=[CH:32][CH:31]=2)[CH2:26]1)=[O:24].[OH-].[Li+], predict the reaction product. (2) Given the reactants [CH3:1][NH:2][CH2:3][C:4]1[CH:9]=[CH:8][C:7]([C:10]2[CH:15]=[CH:14][CH:13]=[CH:12][C:11]=2[C:16]([F:19])([F:18])[F:17])=[CH:6][CH:5]=1.Cl[CH2:21][C:22]([NH:24][C:25](=[O:29])[O:26][CH2:27][CH3:28])=[O:23].C(N(CC)CC)C.CC#N, predict the reaction product. The product is: [CH3:1][N:2]([CH2:21][C:22]([NH:24][C:25](=[O:29])[O:26][CH2:27][CH3:28])=[O:23])[CH2:3][C:4]1[CH:9]=[CH:8][C:7]([C:10]2[CH:15]=[CH:14][CH:13]=[CH:12][C:11]=2[C:16]([F:17])([F:18])[F:19])=[CH:6][CH:5]=1. (3) Given the reactants [Br:1][C:2]1[CH:3]=[C:4]([OH:8])[CH:5]=[N:6][CH:7]=1.N1C=CN=C1.ClCCl.[Si:17](Cl)([C:20]([CH3:23])([CH3:22])[CH3:21])([CH3:19])[CH3:18], predict the reaction product. The product is: [Br:1][C:2]1[CH:7]=[N:6][CH:5]=[C:4]([O:8][Si:17]([C:20]([CH3:23])([CH3:22])[CH3:21])([CH3:19])[CH3:18])[CH:3]=1.